Task: Regression. Given two drug SMILES strings and cell line genomic features, predict the synergy score measuring deviation from expected non-interaction effect.. Dataset: NCI-60 drug combinations with 297,098 pairs across 59 cell lines (1) Drug 1: C1=C(C(=O)NC(=O)N1)F. Drug 2: CN(C)C1=NC(=NC(=N1)N(C)C)N(C)C. Cell line: HT29. Synergy scores: CSS=25.6, Synergy_ZIP=-19.2, Synergy_Bliss=-28.6, Synergy_Loewe=-46.3, Synergy_HSA=-31.5. (2) Drug 1: CN(C)C1=NC(=NC(=N1)N(C)C)N(C)C. Drug 2: CC1=C2C(C(=O)C3(C(CC4C(C3C(C(C2(C)C)(CC1OC(=O)C(C(C5=CC=CC=C5)NC(=O)OC(C)(C)C)O)O)OC(=O)C6=CC=CC=C6)(CO4)OC(=O)C)O)C)O. Cell line: SNB-19. Synergy scores: CSS=16.4, Synergy_ZIP=-5.38, Synergy_Bliss=-0.953, Synergy_Loewe=-33.8, Synergy_HSA=-2.34. (3) Cell line: MALME-3M. Synergy scores: CSS=7.44, Synergy_ZIP=-0.932, Synergy_Bliss=1.54, Synergy_Loewe=-1.86, Synergy_HSA=-0.374. Drug 1: CC1=C(C=C(C=C1)NC2=NC=CC(=N2)N(C)C3=CC4=NN(C(=C4C=C3)C)C)S(=O)(=O)N.Cl. Drug 2: CS(=O)(=O)OCCCCOS(=O)(=O)C.